Dataset: TCR-epitope binding with 47,182 pairs between 192 epitopes and 23,139 TCRs. Task: Binary Classification. Given a T-cell receptor sequence (or CDR3 region) and an epitope sequence, predict whether binding occurs between them. (1) The epitope is DATYQRTRALVR. The TCR CDR3 sequence is CASTPGGAGDEQYF. Result: 1 (the TCR binds to the epitope). (2) The epitope is FVDGVPFVV. The TCR CDR3 sequence is CASSQEYSPIGIADTQYF. Result: 0 (the TCR does not bind to the epitope).